Predict which catalyst facilitates the given reaction. From a dataset of Catalyst prediction with 721,799 reactions and 888 catalyst types from USPTO. (1) Product: [NH2:21][C:18]1[CH:19]=[CH:20][C:15]([CH:4]2[C:3](=[O:24])[N:2]([CH3:1])[CH2:7][CH2:6][N:5]2[C:8]([O:10][C:11]([CH3:14])([CH3:13])[CH3:12])=[O:9])=[CH:16][CH:17]=1. The catalyst class is: 8. Reactant: [CH3:1][N:2]1[CH2:7][CH2:6][N:5]([C:8]([O:10][C:11]([CH3:14])([CH3:13])[CH3:12])=[O:9])[CH:4]([C:15]2[CH:20]=[CH:19][C:18]([N+:21]([O-])=O)=[CH:17][CH:16]=2)[C:3]1=[O:24]. (2) Reactant: [CH3:1][O:2][C:3](=[O:22])[CH:4]([C:6]1[CH:11]=[CH:10][C:9]([O:12][CH2:13][C:14]2[CH:19]=[CH:18][C:17]([Cl:20])=[C:16]([Cl:21])[CH:15]=2)=[CH:8][CH:7]=1)[OH:5].[K+].[Br-].C([O-])(O)=O.[Na+]. Product: [CH3:1][O:2][C:3](=[O:22])[C:4]([C:6]1[CH:7]=[CH:8][C:9]([O:12][CH2:13][C:14]2[CH:19]=[CH:18][C:17]([Cl:20])=[C:16]([Cl:21])[CH:15]=2)=[CH:10][CH:11]=1)=[O:5]. The catalyst class is: 13. (3) Reactant: [SH:1][C:2]1[CH:12]=[CH:11][C:5]([O:6][CH2:7][C:8]([OH:10])=[O:9])=[C:4]([CH3:13])[CH:3]=1.[Cl:14][C:15]1[CH:20]=[CH:19][CH:18]=[C:17]([F:21])[C:16]=1[CH2:22][CH2:23][C:24]1[N:25]=[C:26]([C:32]2[CH:37]=[CH:36][C:35]([C:38]([F:41])([F:40])[F:39])=[CH:34][CH:33]=2)[S:27][C:28]=1[CH:29](O)[CH3:30].[CH2:42](P(CCCC)CCCC)[CH2:43]CC.N(C(N1CCCCC1)=O)=NC(N1CCCCC1)=O. Product: [CH2:42]([O:9][C:8](=[O:10])[CH2:7][O:6][C:5]1[CH:11]=[CH:12][C:2]([S:1][CH:29]([C:28]2[S:27][C:26]([C:32]3[CH:37]=[CH:36][C:35]([C:38]([F:41])([F:40])[F:39])=[CH:34][CH:33]=3)=[N:25][C:24]=2[CH2:23][CH2:22][C:16]2[C:17]([F:21])=[CH:18][CH:19]=[CH:20][C:15]=2[Cl:14])[CH3:30])=[CH:3][C:4]=1[CH3:13])[CH3:43]. The catalyst class is: 11. (4) Reactant: [OH-].[NH4+:2].[CH2:3]([O:5][CH2:6][C:7]1[N:8]([CH2:32][CH2:33][CH3:34])[C:9]2[C:18]3[CH:17]=[C:16]([O:19][CH2:20][CH2:21][NH:22][C:23](=[O:29])[O:24][C:25]([CH3:28])([CH3:27])[CH3:26])[CH:15]=[CH:14][C:13]=3[N+:12]([O-])=[CH:11][C:10]=2[N:31]=1)[CH3:4].C1(C)C=CC(S(Cl)(=O)=O)=CC=1. Product: [C:25]([O:24][C:23](=[O:29])[NH:22][CH2:21][CH2:20][O:19][C:16]1[CH:15]=[CH:14][C:13]2[N:12]=[C:11]([NH2:2])[C:10]3[N:31]=[C:7]([CH2:6][O:5][CH2:3][CH3:4])[N:8]([CH2:32][CH2:33][CH3:34])[C:9]=3[C:18]=2[CH:17]=1)([CH3:28])([CH3:27])[CH3:26]. The catalyst class is: 4. (5) Reactant: [CH2:1]([O:3][C:4]([C:6]1[NH:7][C:8]2[C:13]([CH:14]=1)=[CH:12][CH:11]=[CH:10][CH:9]=2)=[O:5])[CH3:2].[CH2:15](Br)[C:16]1[CH:21]=[CH:20][CH:19]=[CH:18][CH:17]=1.C(=O)([O-])[O-].[Cs+].[Cs+]. Product: [CH2:1]([O:3][C:4]([C:6]1[N:7]([CH2:15][C:16]2[CH:21]=[CH:20][CH:19]=[CH:18][CH:17]=2)[C:8]2[C:13]([CH:14]=1)=[CH:12][CH:11]=[CH:10][CH:9]=2)=[O:5])[CH3:2]. The catalyst class is: 21.